From a dataset of Reaction yield outcomes from USPTO patents with 853,638 reactions. Predict the reaction yield, written as a fraction of the theoretical maximum amount of product (1.0 means a 100% yield; for example, 0.34 means a 34% yield). (1) The reactants are [Br:1][C:2]1[C:3]([CH:9]([F:11])[F:10])=[N:4][CH:5]=[C:6]([Br:8])[CH:7]=1.C([O-])([O-])=O.[K+].[K+].[C:18]1([CH2:24][SH:25])[CH:23]=[CH:22][CH:21]=[CH:20][CH:19]=1. The catalyst is CN(C=O)C.CCOC(C)=O. The product is [CH2:24]([S:25][C:6]1[CH:7]=[C:2]([Br:1])[C:3]([CH:9]([F:11])[F:10])=[N:4][CH:5]=1)[C:18]1[CH:23]=[CH:22][CH:21]=[CH:20][CH:19]=1.[CH2:24]([S:25][C:2]1[C:3]([CH:9]([F:11])[F:10])=[N:4][CH:5]=[C:6]([Br:8])[CH:7]=1)[C:18]1[CH:23]=[CH:22][CH:21]=[CH:20][CH:19]=1. The yield is 0.203. (2) The reactants are [NH2:1][C:2]1[CH:7]=[CH:6][C:5]([S:8]([N:11]([C:14]2[CH:33]=[CH:32][C:17]3[N:18]([CH2:25][CH:26]4[CH2:31][CH2:30][O:29][CH2:28][CH2:27]4)[C:19]([C:21]([CH3:24])([CH3:23])[CH3:22])=[N:20][C:16]=3[CH:15]=2)[CH2:12][CH3:13])(=[O:10])=[O:9])=[CH:4][CH:3]=1.[C:34]([O:37][CH2:38][C:39](Cl)=[O:40])(=[O:36])[CH3:35]. The catalyst is CN(C1C=CN=CC=1)C.CC#N. The product is [C:34]([O:37][CH2:38][C:39]([NH:1][C:2]1[CH:7]=[CH:6][C:5]([S:8]([N:11]([C:14]2[CH:33]=[CH:32][C:17]3[N:18]([CH2:25][CH:26]4[CH2:31][CH2:30][O:29][CH2:28][CH2:27]4)[C:19]([C:21]([CH3:24])([CH3:22])[CH3:23])=[N:20][C:16]=3[CH:15]=2)[CH2:12][CH3:13])(=[O:10])=[O:9])=[CH:4][CH:3]=1)=[O:40])(=[O:36])[CH3:35]. The yield is 0.900.